From a dataset of Full USPTO retrosynthesis dataset with 1.9M reactions from patents (1976-2016). Predict the reactants needed to synthesize the given product. (1) Given the product [CH2:15]([O:14][C:12](=[O:13])[C:11]([C:8]1[CH:7]=[CH:6][C:5]([CH2:1][CH:2]([CH3:4])[CH3:3])=[CH:10][CH:9]=1)([CH3:17])[CH2:29][CH2:28][CH2:27][CH2:26][Br:25])[CH3:16], predict the reactants needed to synthesize it. The reactants are: [CH2:1]([C:5]1[CH:10]=[CH:9][C:8]([CH2:11][C:12]([O:14][CH2:15][CH3:16])=[O:13])=[CH:7][CH:6]=1)[CH:2]([CH3:4])[CH3:3].[CH:17]([N-]C(C)C)(C)C.[Li+].[Br:25][CH2:26][CH2:27][CH2:28][CH2:29]Br. (2) Given the product [CH:20]([CH:11]1[CH2:10][N:9]([C:7](=[O:8])/[CH:6]=[CH:5]/[C:4]([OH:23])=[O:3])[C:14]2[CH:15]=[C:16]([CH3:19])[CH:17]=[CH:18][C:13]=2[O:12]1)([CH3:22])[CH3:21], predict the reactants needed to synthesize it. The reactants are: C([O:3][C:4](=[O:23])/[CH:5]=[CH:6]/[C:7]([N:9]1[C:14]2[CH:15]=[C:16]([CH3:19])[CH:17]=[CH:18][C:13]=2[O:12][CH:11]([CH:20]([CH3:22])[CH3:21])[CH2:10]1)=[O:8])C.[OH-].[Na+]. (3) Given the product [CH2:19]([N:7]([C@H:3]1[CH2:4][CH2:5][CH2:6][NH:1][CH2:2]1)[C:8](=[O:14])[O:9][C:10]([CH3:11])([CH3:13])[CH3:12])[CH3:20], predict the reactants needed to synthesize it. The reactants are: [NH:1]1[CH2:6][CH2:5][CH2:4][C@H:3]([NH:7][C:8](=[O:14])[O:9][C:10]([CH3:13])([CH3:12])[CH3:11])[CH2:2]1.CN(C[C@H]1CCCN1)C(=O)O[C:19](C)(C)[CH3:20].C(I)C. (4) The reactants are: [CH2:1](O)[CH3:2].[N:4]1([S:9]([C:12]2[CH:13]=[C:14]3[C:18](=[CH:19][CH:20]=2)[NH:17][N:16]=[C:15]3[NH:21][C:22]([NH2:24])=[S:23])(=[O:11])=[O:10])[CH2:8][CH2:7][CH2:6][CH2:5]1.BrCC(OCC)OCC.C(=O)([O-])O.[Na+]. Given the product [N:4]1([S:9]([C:12]2[CH:13]=[C:14]3[C:18](=[CH:19][CH:20]=2)[NH:17][N:16]=[C:15]3[NH:21][C:22]2[S:23][CH:1]=[CH:2][N:24]=2)(=[O:10])=[O:11])[CH2:5][CH2:6][CH2:7][CH2:8]1, predict the reactants needed to synthesize it.